Dataset: Forward reaction prediction with 1.9M reactions from USPTO patents (1976-2016). Task: Predict the product of the given reaction. (1) The product is: [C:24]([C:23]1[CH:22]=[C:21]([NH:18][C:19]([NH:13][CH2:12][CH:8]2[O:9][CH2:10][CH2:11][N:6]([CH2:5][C:4]3[CH:14]=[CH:15][C:16]([Cl:17])=[C:2]([Cl:1])[CH:3]=3)[CH2:7]2)=[O:20])[CH:28]=[CH:27][CH:26]=1)#[N:25]. Given the reactants [Cl:1][C:2]1[CH:3]=[C:4]([CH:14]=[CH:15][C:16]=1[Cl:17])[CH2:5][N:6]1[CH2:11][CH2:10][O:9][CH:8]([CH2:12][NH2:13])[CH2:7]1.[N:18]([C:21]1[CH:22]=[C:23]([CH:26]=[CH:27][CH:28]=1)[C:24]#[N:25])=[C:19]=[O:20], predict the reaction product. (2) Given the reactants C1C=CC2N(O)N=NC=2C=1.CCN(C(C)C)C(C)C.CCN=C=NCCCN(C)C.Cl.Cl.[Cl:33][C:34]1[CH:46]=[CH:45][CH:44]=[CH:43][C:35]=1[O:36][CH:37]1[CH2:42][CH2:41][NH:40][CH2:39][CH2:38]1.[C:47]1([C:62]2[CH:67]=[CH:66][CH:65]=[CH:64][CH:63]=2)[CH:52]=[CH:51][C:50]([NH:53][C:54]([C:56]2([C:59](O)=[O:60])[CH2:58][CH2:57]2)=[O:55])=[CH:49][CH:48]=1, predict the reaction product. The product is: [C:47]1([C:62]2[CH:63]=[CH:64][CH:65]=[CH:66][CH:67]=2)[CH:52]=[CH:51][C:50]([NH:53][C:54]([C:56]2([C:59]([N:40]3[CH2:41][CH2:42][CH:37]([O:36][C:35]4[CH:43]=[CH:44][CH:45]=[CH:46][C:34]=4[Cl:33])[CH2:38][CH2:39]3)=[O:60])[CH2:58][CH2:57]2)=[O:55])=[CH:49][CH:48]=1. (3) Given the reactants C([O:4][CH:5]([CH2:17][N:18]([C:22]1[CH:27]=[CH:26][CH:25]=[C:24]([C:28]2[CH:29]=[CH:30][C:31]3[N:35]=[CH:34][N:33]([CH3:36])[C:32]=3[CH:37]=2)[CH:23]=1)[C:19](=[O:21])[CH3:20])[CH2:6][N:7]1[CH2:16][CH2:15][C:14]2[C:9](=[CH:10][CH:11]=[CH:12][CH:13]=2)[CH2:8]1)(=O)C.[OH-].[Li+], predict the reaction product. The product is: [CH2:8]1[C:9]2[C:14](=[CH:13][CH:12]=[CH:11][CH:10]=2)[CH2:15][CH2:16][N:7]1[CH2:6][CH:5]([OH:4])[CH2:17][N:18]([C:22]1[CH:27]=[CH:26][CH:25]=[C:24]([C:28]2[CH:29]=[CH:30][C:31]3[N:35]=[CH:34][N:33]([CH3:36])[C:32]=3[CH:37]=2)[CH:23]=1)[C:19](=[O:21])[CH3:20]. (4) Given the reactants [F:1][C:2]1[CH:7]=[CH:6][C:5]([C:8]2[C:13](OS(C(F)(F)F)(=O)=O)=[CH:12][C:11]([C:22]([O:24]CC)=O)=[CH:10][C:9]=2[O:27][CH2:28][CH2:29][CH3:30])=[CH:4][CH:3]=1.[CH:31]1(B(O)O)[CH2:33][CH2:32]1.C1(P(C2CCCCC2)C2C=CC=CC=2C2C(OC)=CC=CC=2OC)CCCCC1.C(=O)([O-])[O-].[Na+].[Na+], predict the reaction product. The product is: [CH:31]1([C:13]2[CH:12]=[C:11]([CH2:22][OH:24])[CH:10]=[C:9]([O:27][CH2:28][CH2:29][CH3:30])[C:8]=2[C:5]2[CH:4]=[CH:3][C:2]([F:1])=[CH:7][CH:6]=2)[CH2:33][CH2:32]1. (5) Given the reactants [F:1][C:2]1[C:3]([C:9](O)=[O:10])=[N:4][CH:5]=[C:6]([F:8])[CH:7]=1.C(N(CC)CC)C.ClC(OCC(C)C)=O.[BH4-].[Na+].Cl, predict the reaction product. The product is: [F:1][C:2]1[C:3]([CH2:9][OH:10])=[N:4][CH:5]=[C:6]([F:8])[CH:7]=1. (6) Given the reactants [Br:1][C:2]1[CH:3]=[C:4]2[C:9](=[CH:10][CH:11]=1)[C:8](=[O:12])[O:7][CH2:6][CH2:5]2.[Br:13]N1C(=O)CCC1=O.C(OOC(=O)C1C=CC=CC=1)(=O)C1C=CC=CC=1, predict the reaction product. The product is: [Br:13][CH:5]1[C:4]2[C:9](=[CH:10][CH:11]=[C:2]([Br:1])[CH:3]=2)[C:8](=[O:12])[O:7][CH2:6]1. (7) Given the reactants Br[C:2]1[CH:23]=[C:22]([F:24])[CH:21]=[CH:20][C:3]=1[O:4][CH2:5][C:6]([N:8]([CH:17]([CH3:19])[CH3:18])[NH:9][C:10]([C:12]1[CH:16]=[CH:15][S:14][CH:13]=1)=[O:11])=[O:7].C([O-])([O-])=O.[Na+].[Na+].[F:31][C:32]([F:44])([F:43])[O:33][C:34]1[CH:39]=[CH:38][CH:37]=[CH:36][C:35]=1B(O)O, predict the reaction product. The product is: [F:24][C:22]1[CH:21]=[CH:20][C:3]([O:4][CH2:5][C:6]([N:8]([CH:17]([CH3:19])[CH3:18])[NH:9][C:10]([C:12]2[CH:16]=[CH:15][S:14][CH:13]=2)=[O:11])=[O:7])=[C:2]([C:35]2[CH:36]=[CH:37][CH:38]=[CH:39][C:34]=2[O:33][C:32]([F:31])([F:44])[F:43])[CH:23]=1.